Dataset: Peptide-MHC class II binding affinity with 134,281 pairs from IEDB. Task: Regression. Given a peptide amino acid sequence and an MHC pseudo amino acid sequence, predict their binding affinity value. This is MHC class II binding data. (1) The peptide sequence is WVFSTVKEPQKPLVL. The MHC is DRB1_0101 with pseudo-sequence DRB1_0101. The binding affinity (normalized) is 0.396. (2) The peptide sequence is TIDGRGAEVHIGNGG. The MHC is DRB1_0701 with pseudo-sequence DRB1_0701. The binding affinity (normalized) is 0.0464. (3) The peptide sequence is SERPAIVPPADKYRT. The MHC is DRB1_0901 with pseudo-sequence DRB1_0901. The binding affinity (normalized) is 0.272. (4) The peptide sequence is YDKFLAAVSTVLTGK. The MHC is DRB1_1101 with pseudo-sequence DRB1_1101. The binding affinity (normalized) is 0.734.